The task is: Predict the reactants needed to synthesize the given product.. This data is from Full USPTO retrosynthesis dataset with 1.9M reactions from patents (1976-2016). (1) Given the product [C:17]([C:2]1[CH:3]=[C:4]([CH:9]=[CH:10][C:11]=1[O:12][CH2:13][CH:14]1[CH2:16][CH2:15]1)[C:5]([O:7][CH3:8])=[O:6])#[N:18], predict the reactants needed to synthesize it. The reactants are: Br[C:2]1[CH:3]=[C:4]([CH:9]=[CH:10][C:11]=1[O:12][CH2:13][CH:14]1[CH2:16][CH2:15]1)[C:5]([O:7][CH3:8])=[O:6].[C:17](C1C=C(C=C(OC(C)C)C=1)C(OC)=O)#[N:18]. (2) The reactants are: Cl[C:2]1[N:3]=[C:4]([N:21]2[CH2:26][CH2:25][O:24][CH2:23][CH2:22]2)[C:5]2[N:10]=[C:9]([C:11]3[CH:16]=[CH:15][CH:14]=[C:13]([S:17]([CH3:20])(=[O:19])=[O:18])[CH:12]=3)[S:8][C:6]=2[N:7]=1.CC1(C)C(C)(C)OB([C:35]2[CH:36]=[C:37]3[CH:43]=[CH:42][NH:41][C:38]3=[N:39][CH:40]=2)O1. Given the product [CH3:20][S:17]([C:13]1[CH:12]=[C:11]([C:9]2[S:8][C:6]3[N:7]=[C:2]([C:35]4[CH:36]=[C:37]5[CH:43]=[CH:42][NH:41][C:38]5=[N:39][CH:40]=4)[N:3]=[C:4]([N:21]4[CH2:26][CH2:25][O:24][CH2:23][CH2:22]4)[C:5]=3[N:10]=2)[CH:16]=[CH:15][CH:14]=1)(=[O:19])=[O:18], predict the reactants needed to synthesize it. (3) Given the product [C:12]([O:11][C:9]([NH:19][CH2:18][CH:17]([CH3:16])[C:20]([OH:22])=[O:21])=[O:10])([CH3:13])([CH3:14])[CH3:15], predict the reactants needed to synthesize it. The reactants are: [C:9](O[C:9]([O:11][C:12]([CH3:15])([CH3:14])[CH3:13])=[O:10])([O:11][C:12]([CH3:15])([CH3:14])[CH3:13])=[O:10].[CH3:16][CH:17]([C:20]([OH:22])=[O:21])[CH2:18][NH2:19].C(=O)([O-])[O-].[K+].[K+]. (4) Given the product [Cl:31][S:14]([C:13]1[CH:12]=[CH:11][S:10][C:9]=1[CH2:8]/[CH:7]=[CH:6]/[C:5]1[CH:22]=[CH:23][C:24]2[O:25][CH2:1][O:2][C:3]=2[CH:4]=1)(=[O:16])=[O:15], predict the reactants needed to synthesize it. The reactants are: [CH2:1]1[O:25][C:24]2[CH:23]=[CH:22][C:5](/[CH:6]=[CH:7]/[CH2:8][C:9]3[S:10][CH:11]=[CH:12][C:13]=3[S:14](N3C=CC=C3)(=[O:16])=[O:15])=[CH:4][C:3]=2[O:2]1.[OH-].[K+].S(Cl)([Cl:31])(=O)=O. (5) Given the product [CH3:3][C:1]([C:4]1[CH:9]=[CH:8][CH:7]=[CH:6][CH:5]=1)=[CH2:2].[C:1]([OH:10])([C:4]1[CH:9]=[CH:8][CH:7]=[CH:6][CH:5]=1)([CH3:3])[CH3:2], predict the reactants needed to synthesize it. The reactants are: [C:1]([OH:10])([C:4]1[CH:9]=[CH:8][CH:7]=[CH:6][CH:5]=1)([CH3:3])[CH3:2].C1(C(C)C)C=CC=CC=1. (6) Given the product [Br:28][C:29]1[CH:34]=[CH:33][C:32]([CH:6]2[C:5](=[O:9])[CH:4]([CH3:10])[O:3][C:2]([CH3:11])([CH3:1])[C:7]2=[O:8])=[C:31]([CH2:36][CH3:37])[CH:30]=1, predict the reactants needed to synthesize it. The reactants are: [CH3:1][C:2]1([CH3:11])[C:7](=[O:8])[CH2:6][C:5](=[O:9])[CH:4]([CH3:10])[O:3]1.C(Cl)(Cl)Cl.C([O-])(=O)C.C([O-])(=O)C.C([O-])(=O)C.[Br:28][C:29]1[CH:34]=[CH:33][C:32]([Pb+3])=[C:31]([CH2:36][CH3:37])[CH:30]=1.Cl. (7) Given the product [F:1][C:2]1[CH:3]=[C:4]2[CH:9]=[C:10]([CH3:11])[NH:8][C:5]2=[N:6][CH:7]=1, predict the reactants needed to synthesize it. The reactants are: [F:1][C:2]1[CH:3]=[C:4]([C:9]#[C:10][CH3:11])[C:5]([NH2:8])=[N:6][CH:7]=1.CC(C)([O-])C.[K+]. (8) Given the product [CH3:1][O:2][C:3](=[O:19])[C:4]1[CH:9]=[CH:8][CH:7]=[C:6]([CH2:10][N:11]([C:12]([O:14][C:15]([CH3:16])([CH3:18])[CH3:17])=[O:13])[CH3:22])[CH:5]=1, predict the reactants needed to synthesize it. The reactants are: [CH3:1][O:2][C:3](=[O:19])[C:4]1[CH:9]=[CH:8][CH:7]=[C:6]([CH2:10][NH:11][C:12]([O:14][C:15]([CH3:18])([CH3:17])[CH3:16])=[O:13])[CH:5]=1.[H-].[Na+].[CH3:22]I. (9) Given the product [OH:14][CH2:13][CH2:12][N:11]([C:2]1[CH:7]=[CH:6][C:5]([N+:8]([O-:10])=[O:9])=[CH:4][CH:3]=1)[CH2:15][CH2:16][OH:17], predict the reactants needed to synthesize it. The reactants are: F[C:2]1[CH:7]=[CH:6][C:5]([N+:8]([O-:10])=[O:9])=[CH:4][CH:3]=1.[NH:11]([CH2:15][CH2:16][OH:17])[CH2:12][CH2:13][OH:14].